From a dataset of Forward reaction prediction with 1.9M reactions from USPTO patents (1976-2016). Predict the product of the given reaction. (1) The product is: [CH3:52][C:22]([CH3:21])([CH2:48][CH2:49][CH2:50][CH3:51])[C:23]([NH:25][CH2:26][C@@H:27]1[O:31][C:30]([CH3:32])([CH3:33])[N:29]([C:34]([O:36][C:37]([CH3:38])([CH3:39])[CH3:40])=[O:35])[C@H:28]1[CH2:41][C@H:42]([CH:46]([OH:47])[C:2]1[CH:10]=[C:9]2[C:5]([CH:6]=[N:7][N:8]2[CH2:11][CH2:12][CH2:13][O:14][CH3:15])=[CH:4][CH:3]=1)[CH:43]([CH3:44])[CH3:45])=[O:24]. Given the reactants I[C:2]1[CH:10]=[C:9]2[C:5]([CH:6]=[N:7][N:8]2[CH2:11][CH2:12][CH2:13][O:14][CH3:15])=[CH:4][CH:3]=1.[Li]CCCC.[CH3:21][C:22]([CH3:52])([CH2:48][CH2:49][CH2:50][CH3:51])[C:23]([NH:25][CH2:26][C@@H:27]1[O:31][C:30]([CH3:33])([CH3:32])[N:29]([C:34]([O:36][C:37]([CH3:40])([CH3:39])[CH3:38])=[O:35])[C@H:28]1[CH2:41][C@H:42]([CH:46]=[O:47])[CH:43]([CH3:45])[CH3:44])=[O:24].[NH4+].[Cl-], predict the reaction product. (2) Given the reactants COC(=O)C(O)=CC(=O)N(CC1C=CC(Cl)=C(Cl)C=1)C.C=O.[NH2:23][CH2:24][C:25]([OH:27])=[O:26].[Cl:28][C:29]1[CH:30]=[C:31]([CH:45]=[CH:46][C:47]=1[Cl:48])[CH2:32][N:33]([CH3:44])[C:34]([C:36]1[CH2:37]N(C)[C:39](=[O:42])[C:40]=1[OH:41])=[O:35], predict the reaction product. The product is: [Cl:28][C:29]1[CH:30]=[C:31]([CH:45]=[CH:46][C:47]=1[Cl:48])[CH2:32][N:33]([CH3:44])[C:34]([C:36]1[CH2:37][N:23]([CH2:24][C:25]([OH:27])=[O:26])[C:39](=[O:42])[C:40]=1[OH:41])=[O:35]. (3) Given the reactants [CH3:1][O:2][C:3](=[O:16])[C:4](=O)[CH:5]=[CH:6][C:7]1[CH:12]=[CH:11][C:10]([Br:13])=[C:9]([F:14])[CH:8]=1.Cl.[Cl:18][C:19]1[CH:24]=[CH:23][CH:22]=[CH:21][C:20]=1[NH:25][NH2:26], predict the reaction product. The product is: [CH3:1][O:2][C:3]([C:4]1[CH2:5][CH:6]([C:7]2[CH:12]=[CH:11][C:10]([Br:13])=[C:9]([F:14])[CH:8]=2)[N:25]([C:20]2[CH:21]=[CH:22][CH:23]=[CH:24][C:19]=2[Cl:18])[N:26]=1)=[O:16]. (4) Given the reactants [CH2:1]([O:3][Si:4]([O:11][CH2:12][CH3:13])([O:8][CH2:9][CH3:10])[O:5][CH2:6][CH3:7])[CH3:2].[OH2:14].Cl, predict the reaction product. The product is: [CH2:6]([O:5][Si:4]([O:8][CH2:9][CH3:10])([O:3][CH2:1][CH3:2])[O:11][CH2:12][CH3:13])[CH3:7].[OH2:14]. (5) Given the reactants C([N:8]1[CH2:13][CH2:12][CH:11]([OH:14])[C:10]([CH3:16])([CH3:15])[CH2:9]1)C1C=CC=CC=1, predict the reaction product. The product is: [CH3:15][C:10]1([CH3:16])[CH:11]([OH:14])[CH2:12][CH2:13][NH:8][CH2:9]1. (6) The product is: [F:1][CH2:2][CH:3]([O:6][CH2:7][C:8]([OH:10])=[O:9])[CH2:4][F:5]. Given the reactants [F:1][CH2:2][CH:3]([O:6][CH2:7][C:8]([O:10]CC1C=CC=CC=1)=[O:9])[CH2:4][F:5].O.[OH-].[Li+], predict the reaction product. (7) Given the reactants [Cl:1][C:2]1[C:6]([C:7]([F:10])([F:9])[F:8])=[N:5][N:4]([CH3:11])[C:3]=1[C:12]1[CH:13]=[C:14]([NH2:20])[CH:15]=[CH:16][C:17]=1[O:18][CH3:19].[F:21][C:22]1[CH:27]=[CH:26][C:25]([N:28]=[C:29]=[O:30])=[CH:24][CH:23]=1, predict the reaction product. The product is: [Cl:1][C:2]1[C:6]([C:7]([F:10])([F:8])[F:9])=[N:5][N:4]([CH3:11])[C:3]=1[C:12]1[CH:13]=[C:14]([NH:20][C:29]([NH:28][C:25]2[CH:26]=[CH:27][C:22]([F:21])=[CH:23][CH:24]=2)=[O:30])[CH:15]=[CH:16][C:17]=1[O:18][CH3:19]. (8) The product is: [Br:1][C:2]1[C:7]([C:8]([F:11])([F:10])[F:9])=[CH:6][CH:5]=[CH:4][C:3]=1[CH:12]([O:17][C:3]([CH3:12])([CH3:4])[CH3:2])[C:13]([O:15][CH3:16])=[O:14]. Given the reactants [Br:1][C:2]1[C:7]([C:8]([F:11])([F:10])[F:9])=[CH:6][CH:5]=[CH:4][C:3]=1[CH:12]([OH:17])[C:13]([O:15][CH3:16])=[O:14].Cl(O)(=O)(=O)=O.C(=O)(O)[O-].[Na+], predict the reaction product. (9) The product is: [Cl:10][C:11]1[CH:33]=[CH:32][C:14]([CH2:15][NH:16][C:17]([C:19]2[C:20](=[O:31])[C:21]3[CH:28]=[C:27]([CH2:29][N:35]([CH2:36][CH:37]([OH:38])[C:39]4[S:40][CH:41]=[CH:42][CH:43]=4)[CH3:34])[O:26][C:22]=3[N:23]([CH3:25])[CH:24]=2)=[O:18])=[CH:13][CH:12]=1. Given the reactants C(N(CC)C(C)C)(C)C.[Cl:10][C:11]1[CH:33]=[CH:32][C:14]([CH2:15][NH:16][C:17]([C:19]2[C:20](=[O:31])[C:21]3[CH:28]=[C:27]([CH2:29]Cl)[O:26][C:22]=3[N:23]([CH3:25])[CH:24]=2)=[O:18])=[CH:13][CH:12]=1.[CH3:34][NH:35][CH2:36][CH:37]([C:39]1[S:40][CH:41]=[CH:42][CH:43]=1)[OH:38].O, predict the reaction product.